Dataset: Reaction yield outcomes from USPTO patents with 853,638 reactions. Task: Predict the reaction yield, written as a fraction of the theoretical maximum amount of product (1.0 means a 100% yield; for example, 0.34 means a 34% yield). (1) The reactants are [OH:1][CH:2]1[CH2:7][CH2:6][CH:5]([C@H:8]([NH:10][C:11]2[N:16]=[C:15]([C:17]3[C:25]4[C:20](=[N:21][CH:22]=[C:23]([C:26]([F:29])([F:28])[F:27])[CH:24]=4)[N:19]([S:30]([C:33]4[CH:39]=[CH:38][C:36]([CH3:37])=[CH:35][CH:34]=4)(=[O:32])=[O:31])[CH:18]=3)[C:14]([C:40]#[N:41])=[CH:13][N:12]=2)[CH3:9])[CH2:4][CH2:3]1.CC(OI1(OC(C)=O)(OC(C)=O)OC(=O)C2C=CC=CC1=2)=O. The catalyst is ClCCl. The product is [O:1]=[C:2]1[CH2:3][CH2:4][CH:5]([C@H:8]([NH:10][C:11]2[N:16]=[C:15]([C:17]3[C:25]4[C:20](=[N:21][CH:22]=[C:23]([C:26]([F:29])([F:27])[F:28])[CH:24]=4)[N:19]([S:30]([C:33]4[CH:34]=[CH:35][C:36]([CH3:37])=[CH:38][CH:39]=4)(=[O:31])=[O:32])[CH:18]=3)[C:14]([C:40]#[N:41])=[CH:13][N:12]=2)[CH3:9])[CH2:6][CH2:7]1. The yield is 0.930. (2) The reactants are [F:1][C:2]([F:33])([F:32])[C:3]1[CH:4]=[C:5]([CH:13]([N:16]2[C:25]3[C:20](=[CH:21][CH:22]=[C:23]([C:26]([F:29])([F:28])[F:27])[CH:24]=3)[NH:19][CH:18]([CH2:30][CH3:31])[CH2:17]2)[C:14]#[N:15])[CH:6]=[C:7]([C:9]([F:12])([F:11])[F:10])[CH:8]=1.N1C=CC=CC=1.Cl[C:41]([O:43][CH2:44][CH3:45])=[O:42]. The catalyst is C(Cl)Cl. The product is [CH2:44]([O:43][C:41]([N:19]1[C:20]2[C:25](=[CH:24][C:23]([C:26]([F:27])([F:28])[F:29])=[CH:22][CH:21]=2)[N:16]([CH:13]([C:5]2[CH:6]=[C:7]([C:9]([F:11])([F:10])[F:12])[CH:8]=[C:3]([C:2]([F:1])([F:32])[F:33])[CH:4]=2)[C:14]#[N:15])[CH2:17][CH:18]1[CH2:30][CH3:31])=[O:42])[CH3:45]. The yield is 0.710. (3) The catalyst is CO.O. The product is [OH:1][CH:2]1[CH2:3][C:4]2([CH2:10][CH2:9][N:8]([C:11]([O:13][CH2:14][C:15]3[CH:16]=[CH:17][CH:18]=[CH:19][CH:20]=3)=[O:12])[CH2:7][CH2:6]2)[CH2:5]1. The yield is 0.940. The reactants are [O:1]=[C:2]1[CH2:5][C:4]2([CH2:10][CH2:9][N:8]([C:11]([O:13][CH2:14][C:15]3[CH:20]=[CH:19][CH:18]=[CH:17][CH:16]=3)=[O:12])[CH2:7][CH2:6]2)[CH2:3]1.[BH4-].[Na+]. (4) The reactants are [F:1][C:2]1[C:15]2[NH:14][CH2:13][C:12]3[C:8]4=[C:9]([C:16](=[O:20])[N:17]([CH3:19])[CH:18]=[C:7]4[C:6]=2[CH:5]=[C:4]([F:21])[CH:3]=1)[NH:10][CH:11]=3.[C:22]([O:26][C:27](O[C:27]([O:26][C:22]([CH3:25])([CH3:24])[CH3:23])=[O:28])=[O:28])([CH3:25])([CH3:24])[CH3:23].C(N(C(C)C)C(C)C)C. The catalyst is CN(C)C1C=CN=CC=1.CC(N(C)C)=O. The product is [F:1][C:2]1[C:15]2[NH:14][CH2:13][C:12]3[C:8]4=[C:9]([C:16](=[O:20])[N:17]([CH3:19])[CH:18]=[C:7]4[C:6]=2[CH:5]=[C:4]([F:21])[CH:3]=1)[N:10]([C:27]([O:26][C:22]([CH3:25])([CH3:24])[CH3:23])=[O:28])[CH:11]=3. The yield is 0.860. (5) The reactants are [Cl:1][C:2]1[C:7]([C:8]([N:10]2[CH2:15][CH2:14][N:13]([C:16]([O:18][C:19]([CH3:22])([CH3:21])[CH3:20])=[O:17])[CH2:12][CH:11]2[CH2:23][OH:24])=[O:9])=[C:6](F)[CH:5]=[CH:4][CH:3]=1.[H-].[Na+]. The catalyst is CN(C)C=O. The product is [Cl:1][C:2]1[C:7]2[C:8](=[O:9])[N:10]3[CH2:15][CH2:14][N:13]([C:16]([O:18][C:19]([CH3:22])([CH3:21])[CH3:20])=[O:17])[CH2:12][CH:11]3[CH2:23][O:24][C:6]=2[CH:5]=[CH:4][CH:3]=1. The yield is 0.677. (6) The reactants are [C:1]([P:5](Cl)[C:6]([CH3:9])([CH3:8])[CH3:7])([CH3:4])([CH3:3])[CH3:2].[C:11]1([CH3:20])[CH:16]=[C:15]([CH3:17])[CH:14]=[C:13]([CH3:18])[C:12]=1Br.[Mg].S(=O)(=O)(O)O. The catalyst is O1CCCC1.[Cu]Cl.C1(C)C=CC=CC=1. The product is [C:1]([P:5]([C:6]([CH3:9])([CH3:8])[CH3:7])[C:12]1[C:13]([CH3:18])=[CH:14][C:15]([CH3:17])=[CH:16][C:11]=1[CH3:20])([CH3:4])([CH3:3])[CH3:2]. The yield is 0.880.